This data is from Peptide-MHC class I binding affinity with 185,985 pairs from IEDB/IMGT. The task is: Regression. Given a peptide amino acid sequence and an MHC pseudo amino acid sequence, predict their binding affinity value. This is MHC class I binding data. The MHC is HLA-A11:01 with pseudo-sequence HLA-A11:01. The binding affinity (normalized) is 0.337. The peptide sequence is HIIDSFNIR.